From a dataset of Peptide-MHC class I binding affinity with 185,985 pairs from IEDB/IMGT. Regression. Given a peptide amino acid sequence and an MHC pseudo amino acid sequence, predict their binding affinity value. This is MHC class I binding data. (1) The binding affinity (normalized) is 0.0625. The MHC is HLA-B44:02 with pseudo-sequence HLA-B44:02. The peptide sequence is SDQKFVDVI. (2) The peptide sequence is ALDISFTGA. The MHC is HLA-A66:01 with pseudo-sequence YYAMYRNNVAQTDVDTLYIRYQDYTWAEWAYRWY. The binding affinity (normalized) is 0.213.